Regression. Given a peptide amino acid sequence and an MHC pseudo amino acid sequence, predict their binding affinity value. This is MHC class I binding data. From a dataset of Peptide-MHC class I binding affinity with 185,985 pairs from IEDB/IMGT. (1) The peptide sequence is AKYEICLEK. The MHC is HLA-A26:01 with pseudo-sequence HLA-A26:01. The binding affinity (normalized) is 0.0847. (2) The peptide sequence is IQMSSGNLL. The binding affinity (normalized) is 0.444. The MHC is HLA-B07:02 with pseudo-sequence HLA-B07:02. (3) The peptide sequence is LLGTWMFSV. The MHC is HLA-A02:01 with pseudo-sequence HLA-A02:01. The binding affinity (normalized) is 0.898. (4) The peptide sequence is HTAEIQQFF. The MHC is HLA-A68:02 with pseudo-sequence HLA-A68:02. The binding affinity (normalized) is 0.769.